Dataset: Full USPTO retrosynthesis dataset with 1.9M reactions from patents (1976-2016). Task: Predict the reactants needed to synthesize the given product. (1) Given the product [NH2:16][C:10]1[N:9]=[C:8]([O:17][CH2:18][CH2:19][CH2:20][CH3:21])[N:7]=[C:6]2[C:11]=1[NH:12][C:13](=[O:14])[N:5]2[CH2:4][CH2:3][CH2:2][NH:1][S:30]([C:33]1[CH:34]=[C:35]([CH2:39][C:40]([O:42][CH3:43])=[O:41])[CH:36]=[CH:37][CH:38]=1)(=[O:32])=[O:31], predict the reactants needed to synthesize it. The reactants are: [NH2:1][CH2:2][CH2:3][CH2:4][N:5]1[C:13]([O:14]C)=[N:12][C:11]2[C:6]1=[N:7][C:8]([O:17][CH2:18][CH2:19][CH2:20][CH3:21])=[N:9][C:10]=2[NH2:16].C(N(CC)CC)C.Cl[S:30]([C:33]1[CH:34]=[C:35]([CH2:39][C:40]([O:42][CH3:43])=[O:41])[CH:36]=[CH:37][CH:38]=1)(=[O:32])=[O:31]. (2) Given the product [CH:1]1([CH2:7][C@H:8]([NH:14][C:15](=[O:21])[O:16][C:17]([CH3:20])([CH3:19])[CH3:18])[CH:9]([N:12]([CH3:13])[C:22]([O:24][CH2:25][CH2:26][Si:27]([CH3:28])([CH3:29])[CH3:30])=[O:31])[CH2:10][CH3:11])[CH2:2][CH2:3][CH2:4][CH2:5][CH2:6]1, predict the reactants needed to synthesize it. The reactants are: [CH:1]1([CH2:7][C@H:8]([NH:14][C:15](=[O:21])[O:16][C:17]([CH3:20])([CH3:19])[CH3:18])[CH:9]([NH:12][CH3:13])[CH2:10][CH3:11])[CH2:6][CH2:5][CH2:4][CH2:3][CH2:2]1.[C:22]([O:31]N1C(=O)CCC1=O)([O:24][CH2:25][CH2:26][Si:27]([CH3:30])([CH3:29])[CH3:28])=O. (3) Given the product [NH2:5][C:6]1[CH:7]=[C:8]([CH:9]=[CH:10][CH:11]=1)[O:12][CH2:2][C:3]#[N:4], predict the reactants needed to synthesize it. The reactants are: Br[CH2:2][C:3]#[N:4].[NH2:5][C:6]1[CH:7]=[C:8]([OH:12])[CH:9]=[CH:10][CH:11]=1.C(=O)([O-])[O-].[K+].[K+]. (4) Given the product [B:10]([C:7]1[CH:8]=[CH:9][C:4]([C:1]([NH:21][C:20]2[CH:22]=[CH:23][C:17]([C:13]([CH3:16])([CH3:15])[CH3:14])=[CH:18][CH:19]=2)=[O:3])=[CH:5][CH:6]=1)([OH:12])[OH:11], predict the reactants needed to synthesize it. The reactants are: [C:1]([C:4]1[CH:9]=[CH:8][C:7]([B:10]([OH:12])[OH:11])=[CH:6][CH:5]=1)([OH:3])=O.[C:13]([C:17]1[CH:23]=[CH:22][C:20]([NH2:21])=[CH:19][CH:18]=1)([CH3:16])([CH3:15])[CH3:14].CN([P+](ON1N=NC2C=CC=CC1=2)(N(C)C)N(C)C)C.F[P-](F)(F)(F)(F)F.C(N(CC)CC)C. (5) Given the product [Cl:24][C:20]1[C:19]([F:25])=[C:18]([C@@H:17]2[C@:16]([C:28]3[CH:33]=[CH:32][C:31]([Cl:34])=[CH:30][C:29]=3[F:35])([C:26]#[N:27])[C@H:15]([CH2:36][C:37]([CH3:40])([CH3:38])[CH3:39])[N:14]([CH2:65][C@H:64]3[CH2:68][C@@H:44]3[C:45]([O:47][CH2:58][CH3:59])=[O:46])[C@H:13]2[C:11]([NH:10][C:7]2[CH:8]=[CH:9][C:4]([C:3]([OH:2])=[O:43])=[CH:5][C:6]=2[O:41][CH3:42])=[O:12])[CH:23]=[CH:22][CH:21]=1, predict the reactants needed to synthesize it. The reactants are: C[O:2][C:3](=[O:43])[C:4]1[CH:9]=[CH:8][C:7]([NH:10][C:11]([C@H:13]2[C@H:17]([C:18]3[CH:23]=[CH:22][CH:21]=[C:20]([Cl:24])[C:19]=3[F:25])[C@:16]([C:28]3[CH:33]=[CH:32][C:31]([Cl:34])=[CH:30][C:29]=3[F:35])([C:26]#[N:27])[C@H:15]([CH2:36][C:37]([CH3:40])([CH3:39])[CH3:38])[NH:14]2)=[O:12])=[C:6]([O:41][CH3:42])[CH:5]=1.[CH3:44][C:45]([OH:47])=[O:46].C(O[BH-](O[C:58](=O)[CH3:59])OC(=O)C)(=O)C.[Na+].[Li+].[OH-].[CH2:64]1[CH2:68]OC[CH2:65]1. (6) The reactants are: O(S(C(F)(F)F)(=O)=O)S(C(F)(F)F)(=O)=O.[C:16]([NH:19][NH:20][C:21]([C@@H:23]1[CH2:29][CH2:28][C@@H:27]2[CH2:30][N:24]1[C:25](=[O:39])[N:26]2[O:31][CH2:32][C:33]1[CH:38]=[CH:37][CH:36]=[CH:35][CH:34]=1)=[O:22])(=O)[CH3:17].N1C=CC=CC=1. Given the product [CH2:32]([O:31][N:26]1[C:25](=[O:39])[N:24]2[CH2:30][C@H:27]1[CH2:28][CH2:29][C@H:23]2[C:21]1[O:22][C:16]([CH3:17])=[N:19][N:20]=1)[C:33]1[CH:38]=[CH:37][CH:36]=[CH:35][CH:34]=1, predict the reactants needed to synthesize it. (7) The reactants are: O=C1C2C=CC=CC=2C(=O)[N:3]1[CH2:12][CH:13]([NH:21][C:22]([NH:24][NH:25][C:26]([C:28]1[CH:33]=[CH:32][C:31]2[CH:34]=[N:35][CH:36]=[C:37]([Br:38])[C:30]=2[N:29]=1)=O)=[S:23])[CH2:14][C:15]1[CH:20]=[CH:19][CH:18]=[CH:17][CH:16]=1.NC(CC1C=CC=CC=1)CN1C(=O)C2C=CC=CC=2C1=O.C(N(CC)CC)C.N1C=CC=CC=1OC(OC1C=CC=CN=1)=S.BrC1C2N=C(C(NN)=O)C=CC=2C=NC=1. Given the product [NH2:3][CH2:12][CH:13]([NH:21][C:22]1[S:23][C:26]([C:28]2[CH:33]=[CH:32][C:31]3[CH:34]=[N:35][CH:36]=[C:37]([Br:38])[C:30]=3[N:29]=2)=[N:25][N:24]=1)[CH2:14][C:15]1[CH:20]=[CH:19][CH:18]=[CH:17][CH:16]=1, predict the reactants needed to synthesize it. (8) The reactants are: [F:1][C:2]1[CH:3]=[C:4]([NH:9][C:10]([C:12]2[CH:13]=[C:14]([S:19](Cl)(=[O:21])=[O:20])[CH:15]=[CH:16][C:17]=2[F:18])=[O:11])[CH:5]=[CH:6][C:7]=1[F:8].CCN(CC)CC.[N:30]1[CH:35]=[CH:34][CH:33]=[CH:32][C:31]=1[CH:36]([NH2:38])[CH3:37]. Given the product [F:1][C:2]1[CH:3]=[C:4]([NH:9][C:10](=[O:11])[C:12]2[CH:13]=[C:14]([S:19](=[O:21])(=[O:20])[NH:38][CH:36]([C:31]3[CH:32]=[CH:33][CH:34]=[CH:35][N:30]=3)[CH3:37])[CH:15]=[CH:16][C:17]=2[F:18])[CH:5]=[CH:6][C:7]=1[F:8], predict the reactants needed to synthesize it. (9) The reactants are: [Br:1][C:2]1[CH:33]=[CH:32][C:5]([CH2:6][N:7]2[CH:12]=[CH:11][CH:10]=[C:9]([C:13]([NH:15][C@@H:16]([CH2:20][CH2:21][CH2:22][NH:23]C(OC(C)(C)C)=O)[C:17]([OH:19])=[O:18])=[O:14])[C:8]2=[O:31])=[CH:4][CH:3]=1.[C:34]([OH:40])([C:36]([F:39])([F:38])[F:37])=[O:35]. Given the product [NH2:23][CH2:22][CH2:21][CH2:20][C@H:16]([NH:15][C:13]([C:9]1[C:8](=[O:31])[N:7]([CH2:6][C:5]2[CH:32]=[CH:33][C:2]([Br:1])=[CH:3][CH:4]=2)[CH:12]=[CH:11][CH:10]=1)=[O:14])[C:17]([OH:19])=[O:18].[C:34]([OH:40])([C:36]([F:39])([F:38])[F:37])=[O:35], predict the reactants needed to synthesize it. (10) Given the product [C:3]([CH2:5][O:6][C:7]1[CH:8]=[C:9]([C:13]2[CH:18]=[CH:17][C:16]([CH2:19][NH:20][C:21]3[N:22]([C:32]4[N:33]=[CH:34][N:35]=[C:36]([NH2:39])[C:37]=4[N:38]=3)[C@@H:23]3[O:31][C@H:28]([CH2:29][OH:30])[C@@H:26]([OH:27])[C@H:24]3[OH:25])=[CH:15][CH:14]=2)[CH:10]=[CH:11][CH:12]=1)(=[O:2])[NH2:42], predict the reactants needed to synthesize it. The reactants are: C[O:2][C:3]([CH2:5][O:6][C:7]1[CH:8]=[C:9]([C:13]2[CH:18]=[CH:17][C:16]([CH2:19][NH:20][C:21]3[N:22]([C:32]4[N:33]=[CH:34][N:35]=[C:36]([NH2:39])[C:37]=4[N:38]=3)[C@@H:23]3[O:31][C@H:28]([CH2:29][OH:30])[C@@H:26]([OH:27])[C@H:24]3[OH:25])=[CH:15][CH:14]=2)[CH:10]=[CH:11][CH:12]=1)=O.CO.[NH3:42].